This data is from Peptide-MHC class I binding affinity with 185,985 pairs from IEDB/IMGT. The task is: Regression. Given a peptide amino acid sequence and an MHC pseudo amino acid sequence, predict their binding affinity value. This is MHC class I binding data. The peptide sequence is KRWIILGLNK. The MHC is HLA-A02:02 with pseudo-sequence HLA-A02:02. The binding affinity (normalized) is 0.